This data is from Forward reaction prediction with 1.9M reactions from USPTO patents (1976-2016). The task is: Predict the product of the given reaction. (1) The product is: [OH:8][C@H:5]1[CH2:6][N:7]([C:27](=[O:28])[CH2:26][NH:25][C:23](=[O:24])[C:22]2[CH:30]=[CH:31][CH:32]=[C:20]([C:19]([F:18])([F:34])[F:33])[CH:21]=2)[C@H:3]([CH3:2])[CH2:4]1. Given the reactants Cl.[CH3:2][C@H:3]1[NH:7][CH2:6][C@H:5]([OH:8])[CH2:4]1.C(N(C(C)C)CC)(C)C.[F:18][C:19]([F:34])([F:33])[C:20]1[CH:21]=[C:22]([CH:30]=[CH:31][CH:32]=1)[C:23]([NH:25][CH2:26][C:27](O)=[O:28])=[O:24].C(Cl)CCl, predict the reaction product. (2) Given the reactants Cl.[Cl:2][C:3]1[CH:8]=[CH:7][C:6]([C:9]2[CH:14]=[CH:13][CH:12]=[C:11]([CH2:15][NH2:16])[CH:10]=2)=[CH:5][CH:4]=1.[F:17][C:18]1[CH:25]=[CH:24][C:21]([CH:22]=O)=[CH:20][CH:19]=1.C(O[BH-](OC(=O)C)OC(=O)C)(=O)C.[Na+], predict the reaction product. The product is: [Cl:2][C:3]1[CH:4]=[CH:5][C:6]([C:9]2[CH:14]=[CH:13][CH:12]=[C:11]([CH2:15][NH:16][CH2:22][C:21]3[CH:24]=[CH:25][C:18]([F:17])=[CH:19][CH:20]=3)[CH:10]=2)=[CH:7][CH:8]=1. (3) Given the reactants [NH2:1][C:2]1[S:3][C:4]([CH2:9][CH3:10])=[CH:5][C:6]=1[C:7]#[N:8].F[C:12]1[CH:17]=[C:16]([F:18])[CH:15]=[CH:14][C:13]=1[N+:19]([O-:21])=[O:20].[H-].[Na+], predict the reaction product. The product is: [F:18][C:16]1[CH:15]=[CH:14][C:13]([N+:19]([O-:21])=[O:20])=[C:12]([NH:1][C:2]2[S:3][C:4]([CH2:9][CH3:10])=[CH:5][C:6]=2[C:7]#[N:8])[CH:17]=1. (4) Given the reactants [F:1][C:2]1[C:3]([C:25]2[N:26]([CH:30]3[CH2:35][CH2:34][O:33][CH2:32][CH2:31]3)[CH:27]=[N:28][CH:29]=2)=[N:4][C:5]([NH:8][C:9]2[CH:14]=[CH:13][C:12]([S:15]([N:18]3[CH2:23][CH2:22][N:21]([CH3:24])[CH2:20][CH2:19]3)(=[O:17])=[O:16])=[CH:11][CH:10]=2)=[N:6][CH:7]=1.[Li]CCCC.CN([CH:44]=[O:45])C, predict the reaction product. The product is: [F:1][C:2]1[C:3]([C:25]2[N:26]([CH:30]3[CH2:35][CH2:34][O:33][CH2:32][CH2:31]3)[C:27]([CH:44]=[O:45])=[N:28][CH:29]=2)=[N:4][C:5]([NH:8][C:9]2[CH:10]=[CH:11][C:12]([S:15]([N:18]3[CH2:19][CH2:20][N:21]([CH3:24])[CH2:22][CH2:23]3)(=[O:16])=[O:17])=[CH:13][CH:14]=2)=[N:6][CH:7]=1. (5) Given the reactants [CH3:1][C:2]([CH3:12])([CH3:11])[CH2:3][CH:4]1[CH2:7][C:6]([C:8]([OH:10])=[O:9])=[CH:5]1.O1CCCC1.Cl, predict the reaction product. The product is: [CH3:1][C:2]([CH3:12])([CH3:11])[CH2:3][CH:4]1[CH2:7][CH:6]([C:8]([OH:10])=[O:9])[CH2:5]1.